Dataset: Full USPTO retrosynthesis dataset with 1.9M reactions from patents (1976-2016). Task: Predict the reactants needed to synthesize the given product. (1) Given the product [CH2:1]([O:3][C:4](=[O:41])[CH2:5][CH2:6][CH2:7][O:8][C:9]1[CH:10]=[CH:11][C:12]([N:15]2[CH:42]=[N:22][C:21]3[C:16]2=[N:17][C:18]([NH:23][C:24]2[CH:25]=[CH:26][C:27]([CH2:30][CH2:31][CH2:32][NH:33][C:34]([O:36][C:37]([CH3:40])([CH3:39])[CH3:38])=[O:35])=[CH:28][CH:29]=2)=[N:19][CH:20]=3)=[CH:13][CH:14]=1)[CH3:2], predict the reactants needed to synthesize it. The reactants are: [CH2:1]([O:3][C:4](=[O:41])[CH2:5][CH2:6][CH2:7][O:8][C:9]1[CH:14]=[CH:13][C:12]([NH:15][C:16]2[C:21]([NH2:22])=[CH:20][N:19]=[C:18]([NH:23][C:24]3[CH:29]=[CH:28][C:27]([CH2:30][CH2:31][CH2:32][NH:33][C:34]([O:36][C:37]([CH3:40])([CH3:39])[CH3:38])=[O:35])=[CH:26][CH:25]=3)[N:17]=2)=[CH:11][CH:10]=1)[CH3:2].[CH:42](OC)(OC)OC. (2) Given the product [Cl:29][C:26]1[CH:27]=[CH:28][C:23]([CH2:22][N:13]2[C:14]3[C:15](=[N:16][CH:17]=[CH:18][C:19]=3[CH3:20])[C:11]([C:9]([NH:8][C@H:3]3[CH2:4][CH2:5][CH2:6][CH2:7][C@@H:2]3[OH:1])=[O:10])=[CH:12]2)=[CH:24][CH:25]=1, predict the reactants needed to synthesize it. The reactants are: [OH:1][C@H:2]1[CH2:7][CH2:6][CH2:5][CH2:4][C@@H:3]1[NH:8][C:9]([C:11]1[C:15]2=[N:16][CH:17]=[CH:18][C:19]([CH3:20])=[C:14]2[NH:13][CH:12]=1)=[O:10].Br[CH2:22][C:23]1[CH:28]=[CH:27][C:26]([Cl:29])=[CH:25][CH:24]=1.C(=O)([O-])[O-].[Cs+].[Cs+]. (3) Given the product [C:56]([O:69][C@H:70]([CH2:96][O:97][C:98](=[O:110])[CH2:99][CH2:100][CH2:101][CH2:102][CH2:103][CH2:104][CH2:105][CH2:106][CH3:107])[CH2:71][S:72][CH2:73][C@@H:74]([C:93]([OH:95])=[O:94])[NH:75][C:76](=[O:92])[O:77][CH2:78][CH:79]1[C:91]2[CH:90]=[CH:89][CH:88]=[CH:87][C:86]=2[C:85]2[C:80]1=[CH:81][CH:82]=[CH:83][CH:84]=2)(=[O:68])[CH2:57][CH2:58][CH2:59][CH2:60][CH2:61][CH2:62][CH2:63][CH2:64][CH3:65], predict the reactants needed to synthesize it. The reactants are: C1C2C(COC(N[C@H](C(OC(C)(C)C)=O)CSC[C@@H](CCCCCCCCCC([O-])=O)CCCCCCCCCCC([O-])=O)=O)C3C(=CC=CC=3)C=2C=CC=1.[C:56]([O:69][C@H:70]([CH2:96][O:97][C:98](=[O:110])[CH2:99][CH2:100][CH2:101][CH2:102][CH2:103][CH2:104][CH2:105][CH2:106][CH2:107]CC)[CH2:71][S:72][CH2:73][C@@H:74]([C:93]([OH:95])=[O:94])[NH:75][C:76](=[O:92])[O:77][CH2:78][CH:79]1[C:91]2[CH:90]=[CH:89][CH:88]=[CH:87][C:86]=2[C:85]2[C:80]1=[CH:81][CH:82]=[CH:83][CH:84]=2)(=[O:68])[CH2:57][CH2:58][CH2:59][CH2:60][CH2:61][CH2:62][CH2:63][CH2:64][CH2:65]CC. (4) Given the product [Br:13][C:14]1[CH:19]=[CH:18][CH:17]=[CH:16][C:15]=1[C:7]1[CH:8]=[CH:9][C:4]([C:1](=[O:3])[CH3:2])=[CH:5][CH:6]=1, predict the reactants needed to synthesize it. The reactants are: [C:1]([C:4]1[CH:9]=[CH:8][C:7](B(O)O)=[CH:6][CH:5]=1)(=[O:3])[CH3:2].[Br:13][C:14]1[CH:19]=[CH:18][CH:17]=[CH:16][C:15]=1Br.